This data is from Reaction yield outcomes from USPTO patents with 853,638 reactions. The task is: Predict the reaction yield, written as a fraction of the theoretical maximum amount of product (1.0 means a 100% yield; for example, 0.34 means a 34% yield). The reactants are Br[C:2]1[CH:3]=[C:4]([CH2:9][NH:10][C:11]([C:13]2[CH:18]=[CH:17][CH:16]=[C:15]([C:19]([NH:21][CH2:22][C:23]3[C:24]([NH:36][CH:37]4[CH2:42][CH2:41][O:40][CH2:39][CH2:38]4)=[C:25]4[CH:33]=[N:32][N:31]([CH2:34][CH3:35])[C:26]4=[N:27][C:28]=3[CH2:29][CH3:30])=[O:20])[N:14]=2)=[O:12])[CH:5]=[CH:6][C:7]=1[F:8].[CH3:43][N:44]1[CH2:49][CH2:48][CH:47]([CH2:50][C:51]2[CH:56]=[CH:55][CH:54]=[C:53](B3OC(C)(C)C(C)(C)O3)[CH:52]=2)[CH2:46][CH2:45]1.C([O-])([O-])=O.[Na+].[Na+]. The catalyst is O1CCOCC1.O.C1C=CC(P(C2C=CC=CC=2)[C-]2C=CC=C2)=CC=1.C1C=CC(P(C2C=CC=CC=2)[C-]2C=CC=C2)=CC=1.Cl[Pd]Cl.[Fe+2]. The product is [CH2:34]([N:31]1[C:26]2=[N:27][C:28]([CH2:29][CH3:30])=[C:23]([CH2:22][NH:21][C:19]([C:15]3[CH:16]=[CH:17][CH:18]=[C:13]([C:11]([NH:10][CH2:9][C:4]4[CH:3]=[C:2]([C:55]5[CH:54]=[CH:53][CH:52]=[C:51]([CH2:50][CH:47]6[CH2:48][CH2:49][N:44]([CH3:43])[CH2:45][CH2:46]6)[CH:56]=5)[C:7]([F:8])=[CH:6][CH:5]=4)=[O:12])[N:14]=3)=[O:20])[C:24]([NH:36][CH:37]3[CH2:42][CH2:41][O:40][CH2:39][CH2:38]3)=[C:25]2[CH:33]=[N:32]1)[CH3:35]. The yield is 0.154.